Dataset: TCR-epitope binding with 47,182 pairs between 192 epitopes and 23,139 TCRs. Task: Binary Classification. Given a T-cell receptor sequence (or CDR3 region) and an epitope sequence, predict whether binding occurs between them. The epitope is KLGGALQAK. The TCR CDR3 sequence is CASRGSVYEQYF. Result: 0 (the TCR does not bind to the epitope).